From a dataset of Forward reaction prediction with 1.9M reactions from USPTO patents (1976-2016). Predict the product of the given reaction. (1) The product is: [C:8]([C:4]1[CH:3]=[C:2]([NH:1][C:12](=[O:21])[CH2:11][N:13]([CH3:16])[CH3:14])[CH:7]=[CH:6][CH:5]=1)(=[O:10])[CH3:9]. Given the reactants [NH2:1][C:2]1[CH:3]=[C:4]([C:8](=[O:10])[CH3:9])[CH:5]=[CH:6][CH:7]=1.[CH2:11]([N:13]([CH2:16]C)[CH2:14]C)[CH3:12].C1C[O:21]CC1, predict the reaction product. (2) The product is: [CH2:1]([O:3][C:4]([C:6]1[CH:7]=[N:8][C:9]2[C:14]([C:15]=1[NH:23][CH:18]1[CH2:22][CH2:21][CH2:20][CH2:19]1)=[CH:13][CH:12]=[CH:11][C:10]=2[Cl:17])=[O:5])[CH3:2]. Given the reactants [CH2:1]([O:3][C:4]([C:6]1[CH:7]=[N:8][C:9]2[C:14]([C:15]=1Cl)=[CH:13][CH:12]=[CH:11][C:10]=2[Cl:17])=[O:5])[CH3:2].[CH:18]1([NH2:23])[CH2:22][CH2:21][CH2:20][CH2:19]1, predict the reaction product. (3) Given the reactants [CH3:1][O:2][C:3]([NH:5][N:6]([C:10]([N:12]1[CH2:16][CH2:15][CH2:14][CH:13]1[C:17]1[NH:18][C:19]([C:22]2[CH:27]=[CH:26][C:25](Br)=[CH:24][CH:23]=2)=[CH:20][N:21]=1)=[O:11])[CH:7]([CH3:9])[CH3:8])=[O:4].[CH3:29][C:30]1([CH3:46])[C:34]([CH3:36])([CH3:35])[O:33][B:32]([B:32]2[O:33][C:34]([CH3:36])([CH3:35])[C:30]([CH3:46])([CH3:29])[O:31]2)[O:31]1.CC([O-])=O.[K+], predict the reaction product. The product is: [CH3:1][O:2][C:3]([NH:5][N:6]([CH:7]([CH3:9])[CH3:8])[C:10]([N:12]1[CH2:16][CH2:15][CH2:14][CH:13]1[C:17]1[NH:18][C:19]([C:22]2[CH:27]=[CH:26][C:25]([B:32]3[O:33][C:34]([CH3:36])([CH3:35])[C:30]([CH3:46])([CH3:29])[O:31]3)=[CH:24][CH:23]=2)=[CH:20][N:21]=1)=[O:11])=[O:4]. (4) Given the reactants [O:1]1[C@H:5]2[O:6][CH2:7][CH2:8][C@H:4]2[C@@H:3]([O:9][C:10](=[O:51])[NH:11][C@@H:12]([CH2:44][C:45]2[CH:50]=[CH:49][CH:48]=[CH:47][CH:46]=2)[C@H:13]([OH:43])[CH2:14][N:15]([S:32]([C:35]2[CH:40]=[CH:39][C:38]([O:41][CH3:42])=[CH:37][CH:36]=2)(=[O:34])=[O:33])CC(C)(C)CCNC(=O)NCC(OCC)=O)[CH2:2]1.O1[C@@H]2OCC[C@@H]2[C@H](OC(=O)N[C@@H](CC2C=CC=CC=2)[C@H](O)CN(S(C2C=CC(OC)=CC=2)(=O)=O)[CH2:67][C:68]([CH3:82])([CH3:81])[CH2:69][CH2:70][NH:71][C:72](=[O:80])[NH:73][CH2:74][C:75](OCC)=[O:76])C1.[NH3:103], predict the reaction product. The product is: [NH2:103][C:75](=[O:76])[CH2:74][NH:73][C:72]([NH:71][CH2:70][CH2:69][C:68]([CH3:82])([CH3:81])[CH2:67][CH:14]([NH:15][S:32]([C:35]1[CH:36]=[CH:37][C:38]([O:41][CH3:42])=[CH:39][CH:40]=1)(=[O:34])=[O:33])[C@H:13]([OH:43])[C@@H:12]([NH:11][C:10](=[O:51])[O:9][C@H:3]1[C@@H:4]2[C@@H:5]([O:6][CH2:7][CH2:8]2)[O:1][CH2:2]1)[CH2:44][C:45]1[CH:50]=[CH:49][CH:48]=[CH:47][CH:46]=1)=[O:80]. (5) Given the reactants C[Si](C)(C)CCOC[N:7]1[C:11]2=[N:12][CH:13]=[CH:14][C:15]([C:16]3[N:20]=[C:19]([C:21]4[CH:22]=[C:23]([CH:26]=[CH:27][CH:28]=4)[C:24]#[N:25])[O:18][N:17]=3)=[C:10]2[CH:9]=[CH:8]1.[C:31]([OH:37])([C:33]([F:36])([F:35])[F:34])=[O:32].CO, predict the reaction product. The product is: [C:31]([OH:37])([C:33]([F:36])([F:35])[F:34])=[O:32].[F:34][C:33]([F:36])([F:35])[C:31]([OH:37])=[O:32].[NH:7]1[C:11]2=[N:12][CH:13]=[CH:14][C:15]([C:16]3[N:20]=[C:19]([C:21]4[CH:22]=[C:23]([CH:26]=[CH:27][CH:28]=4)[C:24]#[N:25])[O:18][N:17]=3)=[C:10]2[CH:9]=[CH:8]1. (6) Given the reactants C[O:2][C:3]1[CH:8]=[CH:7][CH:6]=[CH:5][C:4]=1[C:9]1[C:14]2[S:15][C:16]3[CH:21]=[CH:20][CH:19]=[CH:18][C:17]=3[C:13]=2[CH:12]=[CH:11][CH:10]=1.Cl.[NH+]1C=CC=CC=1, predict the reaction product. The product is: [CH:12]1[C:13]2[C:17]3[CH:18]=[CH:19][CH:20]=[CH:21][C:16]=3[S:15][C:14]=2[C:9]([C:4]2[CH:5]=[CH:6][CH:7]=[CH:8][C:3]=2[OH:2])=[CH:10][CH:11]=1. (7) Given the reactants ClC1C=C(C=CC=1[NH:11][C:12](=[O:38])[CH:13]([N:20]1[C:24]2[CH:25]=[C:26]([F:30])[C:27]([F:29])=[CH:28][C:23]=2[N:22]=C1C1C=NC(Cl)=CC=1)[CH:14]1[CH2:19][CH2:18][CH2:17][CH2:16][CH2:15]1)C(O)=O.[CH:39]1([CH:45]=O)[CH2:44][CH2:43][CH2:42][CH2:41][CH2:40]1.[CH3:47][O:48][C:49]1[N:57]=[C:56]([O:58][CH3:59])[CH:55]=[CH:54][C:50]=1[C:51](O)=O.[N+](CC1C=CC=CC=1)#[C-].Cl, predict the reaction product. The product is: [CH2:45]([NH:11][C:12](=[O:38])[CH:13]([CH:14]1[CH2:15][CH2:16][CH2:17][CH2:18][CH2:19]1)[N:20]1[C:24]2[CH:25]=[C:26]([F:30])[C:27]([F:29])=[CH:28][C:23]=2[N:22]=[C:51]1[C:50]1[C:49]([O:48][CH3:47])=[N:57][C:56]([O:58][CH3:59])=[CH:55][CH:54]=1)[C:39]1[CH:44]=[CH:43][CH:42]=[CH:41][CH:40]=1.